From a dataset of Forward reaction prediction with 1.9M reactions from USPTO patents (1976-2016). Predict the product of the given reaction. (1) The product is: [C:24]([C:4]1[CH:3]=[C:2]([C:28]([O:30][CH2:31][C:32]([Cl:35])([Cl:34])[Cl:33])=[O:29])[N:6]([C:7]2[CH:8]=[C:9]3[C:14](=[CH:15][CH:16]=2)[CH2:13][N:12]([C:17]([O:19][C:20]([CH3:23])([CH3:21])[CH3:22])=[O:18])[CH2:11][CH2:10]3)[N:5]=1)([CH3:26])([CH3:27])[CH3:25]. Given the reactants N[C:2]1[N:6]([C:7]2[CH:8]=[C:9]3[C:14](=[CH:15][CH:16]=2)[CH2:13][N:12]([C:17]([O:19][C:20]([CH3:23])([CH3:22])[CH3:21])=[O:18])[CH2:11][CH2:10]3)[N:5]=[C:4]([C:24]([CH3:27])([CH3:26])[CH3:25])[CH:3]=1.[C:28](Cl)([O:30][CH2:31][C:32]([Cl:35])([Cl:34])[Cl:33])=[O:29].C([O-])(O)=O.[Na+], predict the reaction product. (2) Given the reactants [CH:1]1([CH2:4][NH:5][CH2:6][CH2:7][CH2:8][N:9]2[CH2:14][CH2:13][N:12]([CH2:15][CH2:16][CH2:17][NH:18][C:19]3[C:28]4[C:23](=[CH:24][C:25]([Cl:29])=[CH:26][CH:27]=4)[N:22]=[CH:21][CH:20]=3)[CH2:11][CH2:10]2)[CH2:3][CH2:2]1.[CH2:30](Cl)Cl.C(N([CH2:38][CH3:39])CC)C.[BH4-].[Na+], predict the reaction product. The product is: [CH:1]1([CH2:4][NH:5][CH2:6][CH2:7][CH2:8][N:9]2[CH2:10][CH2:11][N:12]([CH2:15][CH2:16][CH2:17][NH:18][C:19]3[C:28]4[C:23](=[CH:24][C:25]([Cl:29])=[CH:26][CH:27]=4)[N:22]=[CH:21][CH:20]=3)[CH2:13][CH2:14]2)[CH2:3][CH2:2][CH2:39][CH2:38][CH2:30]1. (3) Given the reactants [CH2:1]([O:8][C:9](=[O:50])[NH:10][C:11]1([C:14](=[O:49])[NH:15][C@H:16]([C:26](=[O:48])[NH:27][C@@H:28]([CH2:41][C:42]2[CH:47]=[CH:46][CH:45]=[CH:44][CH:43]=2)[CH:29]([C:31](=[O:40])[NH:32][CH2:33][C:34]2[CH:39]=[CH:38][CH:37]=[CH:36][CH:35]=2)[OH:30])[CH2:17][C:18]2[CH:23]=[CH:22][C:21]([O:24][CH3:25])=[CH:20][CH:19]=2)[CH2:13][CH2:12]1)[C:2]1[CH:7]=[CH:6][CH:5]=[CH:4][CH:3]=1.CC(OI1(OC(C)=O)(OC(C)=O)OC(=O)C2C=CC=CC1=2)=O.[O-]S([O-])(=S)=O.[Na+].[Na+].C([O-])(O)=O.[Na+], predict the reaction product. The product is: [CH2:1]([O:8][C:9](=[O:50])[NH:10][C:11]1([C:14](=[O:49])[NH:15][C@H:16]([C:26](=[O:48])[NH:27][C@@H:28]([CH2:41][C:42]2[CH:47]=[CH:46][CH:45]=[CH:44][CH:43]=2)[C:29]([C:31](=[O:40])[NH:32][CH2:33][C:34]2[CH:35]=[CH:36][CH:37]=[CH:38][CH:39]=2)=[O:30])[CH2:17][C:18]2[CH:23]=[CH:22][C:21]([O:24][CH3:25])=[CH:20][CH:19]=2)[CH2:12][CH2:13]1)[C:2]1[CH:3]=[CH:4][CH:5]=[CH:6][CH:7]=1. (4) The product is: [NH2:17][C:5]1[CH:6]=[C:7]([CH:15]=[CH:16][C:4]=1[C:2]([NH2:1])=[O:3])[C:8]([O:10][C:11]([CH3:14])([CH3:13])[CH3:12])=[O:9]. Given the reactants [NH2:1][C:2]([C:4]1[CH:16]=[CH:15][C:7]([C:8]([O:10][C:11]([CH3:14])([CH3:13])[CH3:12])=[O:9])=[CH:6][C:5]=1[N+:17]([O-])=O)=[O:3], predict the reaction product. (5) Given the reactants [Br:1][C:2]1[CH:7]=[CH:6][C:5](O)=[CH:4][CH:3]=1.[C:9](=[O:12])([O-])[O-].[K+].[K+].[Br:15][CH2:16]CBr, predict the reaction product. The product is: [Br:1][C:2]1[CH:7]=[CH:6][CH:5]=[C:4]([O:12][CH2:9][CH2:16][Br:15])[CH:3]=1.